From a dataset of Reaction yield outcomes from USPTO patents with 853,638 reactions. Predict the reaction yield, written as a fraction of the theoretical maximum amount of product (1.0 means a 100% yield; for example, 0.34 means a 34% yield). (1) The reactants are C(OC([N:8]1[CH2:13][CH2:12][C:11]([NH:29]C(OC(C)(C)C)=O)([C:14](=[O:28])[NH:15][CH:16]([C:21]2[CH:26]=[CH:25][C:24]([Cl:27])=[CH:23][CH:22]=2)[CH2:17][CH2:18][CH2:19][OH:20])[CH2:10][CH2:9]1)=O)(C)(C)C.Cl. The catalyst is C1COCC1.O1CCOCC1. The product is [NH2:29][C:11]1([C:14]([NH:15][CH:16]([C:21]2[CH:26]=[CH:25][C:24]([Cl:27])=[CH:23][CH:22]=2)[CH2:17][CH2:18][CH2:19][OH:20])=[O:28])[CH2:12][CH2:13][NH:8][CH2:9][CH2:10]1. The yield is 0.850. (2) The reactants are [CH3:1][N:2]1[CH2:7][CH2:6][N:5]([CH:8]2[C:17]3[C:12](=[CH:13][CH:14]=[C:15]([CH:18]4[CH2:23][CH2:22][CH2:21][NH:20][CH2:19]4)[CH:16]=3)[CH2:11][CH2:10][CH2:9]2)[CH2:4][CH2:3]1.Br[C:25]1[N:30]=[C:29]([N:31]2[CH2:36][CH2:35][O:34][CH2:33][CH2:32]2)[CH:28]=[CH:27][CH:26]=1.C1C=CC(P(C2C(C3C(P(C4C=CC=CC=4)C4C=CC=CC=4)=CC=C4C=3C=CC=C4)=C3C(C=CC=C3)=CC=2)C2C=CC=CC=2)=CC=1.C(=O)(O)[O-].[Na+]. The catalyst is C1(C)C=CC=CC=1.CC([O-])=O.CC([O-])=O.[Pd+2].ClCCl. The product is [CH3:1][N:2]1[CH2:3][CH2:4][N:5]([CH:8]2[C:17]3[CH:16]=[C:15]([CH:18]4[CH2:23][CH2:22][CH2:21][N:20]([C:25]5[CH:26]=[CH:27][CH:28]=[C:29]([N:31]6[CH2:32][CH2:33][O:34][CH2:35][CH2:36]6)[N:30]=5)[CH2:19]4)[CH:14]=[CH:13][C:12]=3[CH2:11][CH2:10][CH2:9]2)[CH2:6][CH2:7]1. The yield is 0.160.